This data is from Catalyst prediction with 721,799 reactions and 888 catalyst types from USPTO. The task is: Predict which catalyst facilitates the given reaction. (1) Reactant: [Br:1][C:2]1[C:14]2[C:13]3[C:8](=[CH:9][C:10]([C:15]([OH:18])([CH3:17])[CH3:16])=[CH:11][CH:12]=3)[NH:7][C:6]=2[C:5]([C:19]([NH2:21])=[O:20])=[CH:4][CH:3]=1.[I:22]N1C(=O)CCC1=O.N1C=CC=CC=1. Product: [Br:1][C:2]1[C:14]2[C:13]3[C:8](=[CH:9][C:10]([C:15]([OH:18])([CH3:17])[CH3:16])=[CH:11][CH:12]=3)[NH:7][C:6]=2[C:5]([C:19]([NH2:21])=[O:20])=[CH:4][C:3]=1[I:22]. The catalyst class is: 31. (2) Reactant: [CH3:1][O:2][C:3]1[CH:4]=[C:5]2[C:10](=[CH:11][C:12]=1[O:13][CH3:14])[C:9]([CH3:15])=[N:8][C:7]([C:16]1[CH:17]=[N:18][C:19]([O:22][CH3:23])=[CH:20][CH:21]=1)=[CH:6]2.[CH3:24][S:25]([OH:28])(=[O:27])=[O:26]. Product: [CH3:24][S:25]([OH:28])(=[O:27])=[O:26].[CH3:24][S:25]([OH:28])(=[O:27])=[O:26].[CH3:1][O:2][C:3]1[CH:4]=[C:5]2[C:10](=[CH:11][C:12]=1[O:13][CH3:14])[C:9]([CH3:15])=[N:8][C:7]([C:16]1[CH:17]=[N:18][C:19]([O:22][CH3:23])=[CH:20][CH:21]=1)=[CH:6]2. The catalyst class is: 2. (3) Reactant: [O:1]1[C:10]2[CH:9]=[C:8]([CH2:11][NH:12][CH:13]3[CH2:18][CH2:17][N:16]([CH2:19][CH2:20][N:21]4[C:30]5[C:25](=[CH:26][CH:27]=[C:28]([O:31][CH3:32])[CH:29]=5)[N:24]=[CH:23][C:22]4=[O:33])[CH2:15][CH:14]3[F:34])[N:7]=[CH:6][C:5]=2[O:4][CH2:3][CH2:2]1.[ClH:35].C(OCC)(=O)C. Product: [ClH:35].[O:1]1[C:10]2[CH:9]=[C:8]([CH2:11][NH:12][CH:13]3[CH2:18][CH2:17][N:16]([CH2:19][CH2:20][N:21]4[C:30]5[C:25](=[CH:26][CH:27]=[C:28]([O:31][CH3:32])[CH:29]=5)[N:24]=[CH:23][C:22]4=[O:33])[CH2:15][CH:14]3[F:34])[N:7]=[CH:6][C:5]=2[O:4][CH2:3][CH2:2]1. The catalyst class is: 13. (4) Reactant: [Br:1][C:2]1[N:10]2[C:5]([C:6](Cl)=[N:7][CH:8]=[N:9]2)=[CH:4][CH:3]=1.[C@@H:12]1([NH2:21])[C:20]2[C:15](=[CH:16][CH:17]=[CH:18][CH:19]=2)[CH2:14][CH2:13]1.C(N(CC)C(C)C)(C)C. Product: [Br:1][C:2]1[N:10]2[C:5]([C:6]([NH:21][C@@H:12]3[C:20]4[C:15](=[CH:16][CH:17]=[CH:18][CH:19]=4)[CH2:14][CH2:13]3)=[N:7][CH:8]=[N:9]2)=[CH:4][CH:3]=1. The catalyst class is: 1. (5) Reactant: [N:1]1[CH:6]=[CH:5][CH:4]=[CH:3][C:2]=1[CH2:7][O:8][C:9]1[CH:17]=[CH:16][C:12]([C:13](O)=[O:14])=[CH:11][CH:10]=1.C(Cl)(=O)C([Cl:21])=O. Product: [N:1]1[CH:6]=[CH:5][CH:4]=[CH:3][C:2]=1[CH2:7][O:8][C:9]1[CH:17]=[CH:16][C:12]([C:13]([Cl:21])=[O:14])=[CH:11][CH:10]=1. The catalyst class is: 118. (6) Reactant: [CH2:1]([CH:3]1[O:5][CH2:4]1)Cl.[Br:6][C:7]1[CH:13]=[CH:12][C:10]([OH:11])=[CH:9][C:8]=1[OH:14].[CH:15]([OH:18])([CH3:17])[CH3:16].[OH-:19].[Na+]. Product: [Br:6][C:7]12[CH:17]3[O:18][CH:15]3[CH2:16][O:19][CH2:1][CH:3]3[O:5][CH:4]3[C:9](=[C:10]([CH:12]=[CH:13]1)[OH:11])[CH:8]2[OH:14]. The catalyst class is: 6. (7) Reactant: [F:1][C:2]1[CH:7]=[CH:6][CH:5]=[CH:4][C:3]=1[N:8]1[C:16]2[C:11](=[C:12]([N:17]3[CH2:24][C@H:23]4[C@H:19]([CH2:20][NH:21][CH2:22]4)[C:18]3=[O:25])[CH:13]=[CH:14][CH:15]=2)[CH:10]=[N:9]1.[NH2:26][C:27](=[O:32])[CH2:28][C:29](O)=[O:30].C(N(C(C)C)C(C)C)C.F[P-](F)(F)(F)(F)F.CN(C(N1C2C(=NC=CC=2)[N+]([O-])=N1)=[N+](C)C)C. Product: [F:1][C:2]1[CH:7]=[CH:6][CH:5]=[CH:4][C:3]=1[N:8]1[C:16]2[C:11](=[C:12]([N:17]3[C:18](=[O:25])[C@H:19]4[CH2:20][N:21]([C:29](=[O:30])[CH2:28][C:27]([NH2:26])=[O:32])[CH2:22][C@H:23]4[CH2:24]3)[CH:13]=[CH:14][CH:15]=2)[CH:10]=[N:9]1. The catalyst class is: 7. (8) Reactant: [CH3:1][S:2](Cl)(=[O:4])=[O:3].[F:6][C:7]([F:34])([F:33])[C:8]1[N:12]2[N:13]=[C:14]([N:17]3[CH2:22][CH2:21][CH:20]([C:23]4[CH:32]=[CH:31][C:26]([O:27][CH2:28][CH2:29][OH:30])=[CH:25][CH:24]=4)[CH2:19][CH2:18]3)[CH:15]=[CH:16][C:11]2=[N:10][N:9]=1.C(N(CC)CC)C. Product: [CH3:1][S:2]([O:30][CH2:29][CH2:28][O:27][C:26]1[CH:31]=[CH:32][C:23]([CH:20]2[CH2:21][CH2:22][N:17]([C:14]3[CH:15]=[CH:16][C:11]4[N:12]([C:8]([C:7]([F:6])([F:33])[F:34])=[N:9][N:10]=4)[N:13]=3)[CH2:18][CH2:19]2)=[CH:24][CH:25]=1)(=[O:4])=[O:3]. The catalyst class is: 2.